This data is from Forward reaction prediction with 1.9M reactions from USPTO patents (1976-2016). The task is: Predict the product of the given reaction. (1) Given the reactants [O:1]1[C:5]2([CH2:10][CH2:9][CH:8]([CH2:11][CH2:12][N:13]3[CH2:18][CH2:17][N:16]([C:19]4[CH:20]=[C:21]([CH:23]=[CH:24][CH:25]=4)[NH2:22])[CH2:15][CH2:14]3)[CH2:7][CH2:6]2)[O:4][CH2:3][CH2:2]1.C(N(CC)CC)C.Cl[C:34]([O:36][CH2:37][CH3:38])=[O:35], predict the reaction product. The product is: [CH2:37]([O:36][C:34](=[O:35])[NH:22][C:21]1[CH:23]=[CH:24][CH:25]=[C:19]([N:16]2[CH2:15][CH2:14][N:13]([CH2:12][CH2:11][CH:8]3[CH2:7][CH2:6][C:5]4([O:4][CH2:3][CH2:2][O:1]4)[CH2:10][CH2:9]3)[CH2:18][CH2:17]2)[CH:20]=1)[CH3:38]. (2) The product is: [CH3:8][C:5]1[CH:6]=[CH:7][C:2]([NH:9][C:10]2[CH:31]=[CH:30][C:13]([O:14][C:15]3[C:16]([CH:21]4[CH2:26][CH2:25][N:24]([C:27](=[O:29])[CH3:28])[CH2:23][CH2:22]4)=[N:17][CH:18]=[CH:19][N:20]=3)=[CH:12][CH:11]=2)=[N:3][CH:4]=1. Given the reactants Cl[C:2]1[CH:7]=[CH:6][C:5]([CH3:8])=[CH:4][N:3]=1.[NH2:9][C:10]1[CH:31]=[CH:30][C:13]([O:14][C:15]2[C:16]([CH:21]3[CH2:26][CH2:25][N:24]([C:27](=[O:29])[CH3:28])[CH2:23][CH2:22]3)=[N:17][CH:18]=[CH:19][N:20]=2)=[CH:12][CH:11]=1.C1(P(C2CCCCC2)C2C=CC=CC=2C2C=CC=CC=2C)CCCCC1.CC(C)([O-])C.[Na+].C1(C)C=CC=CC=1, predict the reaction product.